This data is from Acute oral toxicity (LD50) regression data from Zhu et al.. The task is: Regression/Classification. Given a drug SMILES string, predict its toxicity properties. Task type varies by dataset: regression for continuous values (e.g., LD50, hERG inhibition percentage) or binary classification for toxic/non-toxic outcomes (e.g., AMES mutagenicity, cardiotoxicity, hepatotoxicity). Dataset: ld50_zhu. The drug is CC(C)(C)CNC(=S)Nc1cccnc1. The rat oral LD50 is 2.69, given as -log10 of the dose in mol/kg body weight (higher means more acutely toxic).